From a dataset of Full USPTO retrosynthesis dataset with 1.9M reactions from patents (1976-2016). Predict the reactants needed to synthesize the given product. (1) Given the product [C:1]1([S:7]([C:10]2[CH:31]=[CH:30][C:13]3[N:14]([CH:18]4[CH2:22][CH2:21][NH:20][CH2:19]4)[CH2:15][CH2:16][O:17][C:12]=3[CH:11]=2)(=[O:9])=[O:8])[CH:6]=[CH:5][CH:4]=[CH:3][CH:2]=1, predict the reactants needed to synthesize it. The reactants are: [C:1]1([S:7]([C:10]2[CH:31]=[CH:30][C:13]3[N:14]([CH:18]4[CH2:22][CH2:21][N:20](CC5C=CC=CC=5)[CH2:19]4)[CH2:15][CH2:16][O:17][C:12]=3[CH:11]=2)(=[O:9])=[O:8])[CH:6]=[CH:5][CH:4]=[CH:3][CH:2]=1. (2) Given the product [NH2:39][C:37]1[CH:36]=[CH:35][C:3]([O:4][C:5]2[CH:10]=[CH:9][N:8]=[C:7]3[CH:11]=[C:12]([C:14]4[CH:15]=[CH:16][C:17]([CH2:18][N:19]([CH2:23][CH2:24][O:25][CH2:26][CH2:27][O:28][CH2:29][CH2:30][O:31][CH3:32])[C:20](=[O:22])[CH3:21])=[CH:33][CH:34]=4)[S:13][C:6]=23)=[C:2]([F:1])[CH:38]=1, predict the reactants needed to synthesize it. The reactants are: [F:1][C:2]1[CH:38]=[C:37]([N+:39]([O-])=O)[CH:36]=[CH:35][C:3]=1[O:4][C:5]1[CH:10]=[CH:9][N:8]=[C:7]2[CH:11]=[C:12]([C:14]3[CH:34]=[CH:33][C:17]([CH2:18][N:19]([CH2:23][CH2:24][O:25][CH2:26][CH2:27][O:28][CH2:29][CH2:30][O:31][CH3:32])[C:20](=[O:22])[CH3:21])=[CH:16][CH:15]=3)[S:13][C:6]=12.[Cl-].[NH4+]. (3) Given the product [CH3:17][Si:2]([CH3:1])([CH3:16])[C:3]1[C:8]([CH2:9][CH2:10][CH:11]=[O:12])=[CH:7][N:6]=[C:5]2[O:13][CH2:14][CH2:15][C:4]=12, predict the reactants needed to synthesize it. The reactants are: [CH3:1][Si:2]([CH3:17])([CH3:16])[C:3]1[C:8]([CH2:9][CH2:10][CH2:11][OH:12])=[CH:7][N:6]=[C:5]2[O:13][CH2:14][CH2:15][C:4]=12.I(C1C=CC=CC=1C(O)=O)(=O)=O. (4) Given the product [NH2:1][C:2]1[C:11]([I:15])=[CH:10][CH:9]=[C:8]2[C:3]=1[C:4](=[O:14])[CH2:5][C:6]([CH3:12])([CH3:13])[O:7]2, predict the reactants needed to synthesize it. The reactants are: [NH2:1][C:2]1[CH:11]=[CH:10][CH:9]=[C:8]2[C:3]=1[C:4](=[O:14])[CH2:5][C:6]([CH3:13])([CH3:12])[O:7]2.[I:15](Cl)(=O)=O.I(Cl)(=O)=O.C([N+](CC)(CC)CC)C1C=CC=CC=1.C(=O)(O)[O-].[Na+].C(Cl)Cl. (5) Given the product [F:16][C:15]([F:18])([F:17])[C:19]([OH:23])=[O:20].[CH3:2][C@@H:3]1[CH2:8][N:7]([CH3:21])[CH2:6][CH2:5][N:4]1[C:9]1[CH:14]=[CH:13][CH:12]=[C:11]([C:15]([F:18])([F:16])[F:17])[CH:10]=1, predict the reactants needed to synthesize it. The reactants are: Cl.[CH3:2][C@H:3]1[CH2:8][NH:7][CH2:6][CH2:5][N:4]1[C:9]1[CH:14]=[CH:13][CH:12]=[C:11]([C:15]([F:18])([F:17])[F:16])[CH:10]=1.[CH2:19]=[O:20].[C:21](O)(=[O:23])C.C([BH3-])#N.[Na+].